This data is from Forward reaction prediction with 1.9M reactions from USPTO patents (1976-2016). The task is: Predict the product of the given reaction. (1) The product is: [NH2:32][C:31]1[N:26]2[N:25]=[CH:24][C:23]([C@@H:11]3[O:12][C@H:13]([CH2:14][OH:15])[C@@H:9]([O:8][Si:1]([C:4]([CH3:7])([CH3:6])[CH3:5])([CH3:2])[CH3:3])[CH2:10]3)=[C:27]2[N:28]=[CH:29][N:30]=1. Given the reactants [Si:1]([O:8][C@@H:9]1[C@@H:13]([CH2:14][O:15][Si](C(C)(C)C)(C)C)[O:12][C@@H:11]([C:23]2[CH:24]=[N:25][N:26]3[C:31]([NH2:32])=[N:30][CH:29]=[N:28][C:27]=23)[CH2:10]1)([C:4]([CH3:7])([CH3:6])[CH3:5])([CH3:3])[CH3:2].C(O)(C(F)(F)F)=O.O.C1(C)C=CC=CC=1.C([O-])(O)=O.[Na+], predict the reaction product. (2) Given the reactants [NH2:1][CH2:2][CH2:3][C:4]1[CH:9]=[CH:8][C:7]([S:10]([NH2:13])(=[O:12])=[O:11])=[CH:6][CH:5]=1.[CH:14]([C:16]1[N:17]([CH2:21][C:22]([O:24]C(C)(C)C)=[O:23])[CH:18]=[CH:19][N:20]=1)=O.[BH-]([O:30][C:31]([CH3:33])=[O:32])([O:30][C:31]([CH3:33])=[O:32])[O:30][C:31]([CH3:33])=[O:32].[Na+].C(OC(C)(C)C)(=O)C=O, predict the reaction product. The product is: [C:31]([CH2:33][N:1]([CH2:14][C:16]1[N:17]([CH2:21][C:22]([OH:24])=[O:23])[CH:18]=[CH:19][N:20]=1)[CH2:2][CH2:3][C:4]1[CH:5]=[CH:6][C:7]([S:10](=[O:11])(=[O:12])[NH2:13])=[CH:8][CH:9]=1)([OH:32])=[O:30].